The task is: Predict the product of the given reaction.. This data is from Forward reaction prediction with 1.9M reactions from USPTO patents (1976-2016). (1) Given the reactants [CH:1]1([CH2:6][CH:7]([C:11]2[CH:16]=[CH:15][C:14]([C:17]#[C:18][C:19]3[CH:20]=[N:21][CH:22]=[N:23][CH:24]=3)=[CH:13][CH:12]=2)[C:8]([OH:10])=O)[CH2:5][CH2:4][CH2:3][CH2:2]1.F[P-](F)(F)(F)(F)F.N1(O[P+](N(C)C)(N(C)C)N(C)C)C2C=CC=CC=2N=N1.C(N(CC)CC)C.[NH2:59][C:60]1[S:61][CH:62]=[CH:63][N:64]=1, predict the reaction product. The product is: [CH:1]1([CH2:6][CH:7]([C:11]2[CH:12]=[CH:13][C:14]([C:17]#[C:18][C:19]3[CH:20]=[N:21][CH:22]=[N:23][CH:24]=3)=[CH:15][CH:16]=2)[C:8]([NH:59][C:60]2[S:61][CH:62]=[CH:63][N:64]=2)=[O:10])[CH2:5][CH2:4][CH2:3][CH2:2]1. (2) Given the reactants N1C=CC=CC=C1.[Cl:8][CH:9]([CH3:37])[CH:10]([NH:22][C:23]([CH:25]1[CH2:31][CH2:30][CH:29]([CH2:32][CH2:33][CH2:34][C:35]#[N:36])[CH2:28][CH2:27][NH:26]1)=[O:24])[CH:11]1[CH:16]([OH:17])[CH:15]([OH:18])[CH:14]([OH:19])[CH:13]([S:20][CH3:21])[O:12]1.CCN(C(C)C)C(C)C.Br[CH2:48][C:49]1[O:50][C:51](=[O:55])[O:52][C:53]=1[CH3:54], predict the reaction product. The product is: [Cl:8][CH:9]([CH3:37])[CH:10]([NH:22][C:23]([CH:25]1[CH2:31][CH2:30][CH:29]([CH2:32][CH2:33][CH2:34][C:35]#[N:36])[CH2:28][CH2:27][N:26]1[CH2:48][C:49]1[O:50][C:51](=[O:55])[O:52][C:53]=1[CH3:54])=[O:24])[CH:11]1[CH:16]([OH:17])[CH:15]([OH:18])[CH:14]([OH:19])[CH:13]([S:20][CH3:21])[O:12]1. (3) Given the reactants [C:1]([C:4]1[CH:9]=[CH:8][C:7]([S:10]([C:13]2[CH:14]=[CH:15][C:16]([CH3:29])=[C:17]([S:19]([NH:22][CH:23]3[CH2:28][CH2:27][O:26][CH2:25][CH2:24]3)(=[O:21])=[O:20])[CH:18]=2)(=[O:12])=[O:11])=[CH:6][CH:5]=1)(=O)[CH3:2].[OH2:30].C([O-])(=O)C.[Na+].Cl.[NH2:37]O, predict the reaction product. The product is: [OH:30]/[N:37]=[C:1](/[C:4]1[CH:5]=[CH:6][C:7]([S:10]([C:13]2[CH:14]=[CH:15][C:16]([CH3:29])=[C:17]([S:19]([NH:22][CH:23]3[CH2:28][CH2:27][O:26][CH2:25][CH2:24]3)(=[O:21])=[O:20])[CH:18]=2)(=[O:12])=[O:11])=[CH:8][CH:9]=1)\[CH3:2].